This data is from Full USPTO retrosynthesis dataset with 1.9M reactions from patents (1976-2016). The task is: Predict the reactants needed to synthesize the given product. (1) Given the product [CH2:1]([S:3][CH2:4][N:5]1[C:9]([CH3:10])=[CH:8][C:7]([NH2:11])=[N:6]1)[CH3:2], predict the reactants needed to synthesize it. The reactants are: [CH2:1]([S:3][CH2:4][N:5]1[C:9]([CH3:10])=[CH:8][C:7]([N+:11]([O-])=O)=[N:6]1)[CH3:2].[H][H]. (2) Given the product [F:1][C:2]1[CH:3]=[C:4]([CH:29]=[C:30]([N:32]2[CH2:37][CH2:36][O:35][CH2:34][CH2:33]2)[CH:31]=1)[C:5]([NH:7][C:8]1[C:17]2[C:12](=[CH:13][CH:14]=[CH:15][CH:16]=2)[C:11]([O:18][C:19]2[CH:24]=[CH:23][N:22]=[C:21]([O:39][CH3:38])[N:20]=2)=[CH:10][CH:9]=1)=[O:6], predict the reactants needed to synthesize it. The reactants are: [F:1][C:2]1[CH:3]=[C:4]([CH:29]=[C:30]([N:32]2[CH2:37][CH2:36][O:35][CH2:34][CH2:33]2)[CH:31]=1)[C:5]([NH:7][C:8]1[C:17]2[C:12](=[CH:13][CH:14]=[CH:15][CH:16]=2)[C:11]([O:18][C:19]2[CH:24]=[CH:23][N:22]=[C:21](S(C)(=O)=O)[N:20]=2)=[CH:10][CH:9]=1)=[O:6].[CH3:38][OH:39]. (3) Given the product [Br:3][C:4]1[CH:5]=[C:6]2[CH2:14][N:2]([CH3:1])[C:10](=[O:11])[C:7]2=[N:8][CH:9]=1, predict the reactants needed to synthesize it. The reactants are: [CH3:1][NH2:2].[Br:3][C:4]1[CH:5]=[C:6]([CH2:14]Br)[C:7]([C:10](OC)=[O:11])=[N:8][CH:9]=1. (4) Given the product [CH2:1]([S:8]([NH:11][C:12]([CH:14]1[CH2:19][CH2:18][N:17]([C:20]2[C:30]([C:31]#[N:32])=[CH:29][C:23]([C:24]([O:26][CH2:27][CH3:28])=[O:25])=[C:22]([CH2:33][N:35]3[CH2:39][CH2:38][CH2:37][CH2:36]3)[N:21]=2)[CH2:16][CH2:15]1)=[O:13])(=[O:10])=[O:9])[C:2]1[CH:7]=[CH:6][CH:5]=[CH:4][CH:3]=1, predict the reactants needed to synthesize it. The reactants are: [CH2:1]([S:8]([NH:11][C:12]([CH:14]1[CH2:19][CH2:18][N:17]([C:20]2[C:30]([C:31]#[N:32])=[CH:29][C:23]([C:24]([O:26][CH2:27][CH3:28])=[O:25])=[C:22]([CH2:33]Cl)[N:21]=2)[CH2:16][CH2:15]1)=[O:13])(=[O:10])=[O:9])[C:2]1[CH:7]=[CH:6][CH:5]=[CH:4][CH:3]=1.[NH:35]1[CH2:39][CH2:38][CH2:37][CH2:36]1.[I-].[Na+]. (5) Given the product [Cl:23][C:18]1[CH:19]=[CH:20][CH:21]=[CH:22][C:17]=1[C:13]1[CH:14]=[CH:15][CH:16]=[C:11]([N:9]2[CH:10]=[C:6]([C:4]([C:26]3[CH:31]=[CH:30][CH:29]=[CH:28][C:27]=3[O:32][CH3:33])=[O:5])[N:7]=[CH:8]2)[CH:12]=1, predict the reactants needed to synthesize it. The reactants are: CON(C)[C:4]([C:6]1[N:7]=[CH:8][N:9]([C:11]2[CH:12]=[C:13]([C:17]3[CH:22]=[CH:21][CH:20]=[CH:19][C:18]=3[Cl:23])[CH:14]=[CH:15][CH:16]=2)[CH:10]=1)=[O:5].Br[C:26]1[CH:31]=[CH:30][CH:29]=[CH:28][C:27]=1[O:32][CH3:33]. (6) Given the product [CH3:10][O:8][C:7]([C:5]1[S:6][C:2]([Br:1])=[CH:3][CH:4]=1)=[O:9], predict the reactants needed to synthesize it. The reactants are: [Br:1][C:2]1[S:6][C:5]([C:7]([OH:9])=[O:8])=[CH:4][CH:3]=1.[CH3:10]O. (7) Given the product [CH:1]1([N:4]([CH:21]2[CH2:26][CH2:25][N:24]([CH2:32][C:29]3([C:28]([F:39])([F:38])[F:27])[CH2:31][CH2:30]3)[CH2:23][CH2:22]2)[C:5]([C:7]2[CH:11]=[C:10]([C:12]3[CH:17]=[CH:16][C:15]([C:18]#[N:19])=[CH:14][C:13]=3[F:20])[O:9][N:8]=2)=[O:6])[CH2:3][CH2:2]1, predict the reactants needed to synthesize it. The reactants are: [CH:1]1([N:4]([CH:21]2[CH2:26][CH2:25][NH:24][CH2:23][CH2:22]2)[C:5]([C:7]2[CH:11]=[C:10]([C:12]3[CH:17]=[CH:16][C:15]([C:18]#[N:19])=[CH:14][C:13]=3[F:20])[O:9][N:8]=2)=[O:6])[CH2:3][CH2:2]1.[F:27][C:28]([F:39])([F:38])[C:29]1([CH2:32]OS(C)(=O)=O)[CH2:31][CH2:30]1. (8) Given the product [O:32]=[C:26]1[CH:25]([N:18]2[CH2:17][C:16]3[C:20](=[CH:21][CH:22]=[CH:23][C:15]=3[CH2:14][NH:13][C:36](=[O:37])[CH2:35][CH2:34][CH3:33])[C:19]2=[O:24])[CH2:30][CH2:29][C:28](=[O:31])[NH:27]1, predict the reactants needed to synthesize it. The reactants are: N12CCCN=C1CCCCC2.Cl.[NH2:13][CH2:14][C:15]1[CH:23]=[CH:22][CH:21]=[C:20]2[C:16]=1[CH2:17][N:18]([CH:25]1[CH2:30][CH2:29][C:28](=[O:31])[NH:27][C:26]1=[O:32])[C:19]2=[O:24].[CH3:33][CH2:34][CH2:35][C:36](Cl)=[O:37]. (9) Given the product [CH2:1]([C:8]1[CH:9]=[N:10][C:11]2[C:16]([C:17]=1[C:18]1[CH:19]=[C:20]([NH:24][CH2:33][C:32]3[CH:35]=[CH:36][CH:37]=[CH:38][C:31]=3[O:30][CH3:29])[CH:21]=[CH:22][CH:23]=1)=[CH:15][CH:14]=[CH:13][C:12]=2[C:25]([F:28])([F:26])[F:27])[C:2]1[CH:3]=[CH:4][CH:5]=[CH:6][CH:7]=1, predict the reactants needed to synthesize it. The reactants are: [CH2:1]([C:8]1[CH:9]=[N:10][C:11]2[C:16]([C:17]=1[C:18]1[CH:19]=[C:20]([NH2:24])[CH:21]=[CH:22][CH:23]=1)=[CH:15][CH:14]=[CH:13][C:12]=2[C:25]([F:28])([F:27])[F:26])[C:2]1[CH:7]=[CH:6][CH:5]=[CH:4][CH:3]=1.[CH3:29][O:30][C:31]1[CH:38]=[CH:37][CH:36]=[CH:35][C:32]=1[CH:33]=O. (10) Given the product [Cl:24][C:21]1[CH:20]=[CH:19][C:18]([C:12]2[C:11]3[CH2:10][CH2:9][NH:8][CH2:17][CH2:16][C:15]=3[N:14]([CH2:25][CH:26]([CH3:28])[CH3:27])[N:13]=2)=[CH:23][CH:22]=1, predict the reactants needed to synthesize it. The reactants are: C(OC([N:8]1[CH2:17][CH2:16][C:15]2[NH:14][N:13]=[C:12]([C:18]3[CH:23]=[CH:22][C:21]([Cl:24])=[CH:20][CH:19]=3)[C:11]=2[CH2:10][CH2:9]1)=O)(C)(C)C.[CH2:25](Br)[CH:26]([CH3:28])[CH3:27].C(OC(N1CCC2C(=C(C3C=CC(Cl)=CC=3)N(CC(C)C)N=2)CC1)=O)(C)(C)C.